This data is from Full USPTO retrosynthesis dataset with 1.9M reactions from patents (1976-2016). The task is: Predict the reactants needed to synthesize the given product. (1) Given the product [F:2][C:3]([F:19])([F:18])[C:4]1[CH:5]=[C:6]([S:14]([NH2:1])(=[O:16])=[O:15])[CH:7]=[C:8]([C:10]([F:13])([F:12])[F:11])[CH:9]=1, predict the reactants needed to synthesize it. The reactants are: [NH3:1].[F:2][C:3]([F:19])([F:18])[C:4]1[CH:5]=[C:6]([S:14](Cl)(=[O:16])=[O:15])[CH:7]=[C:8]([C:10]([F:13])([F:12])[F:11])[CH:9]=1. (2) Given the product [CH3:21][C:19]1[CH:18]=[CH:17][N:16]=[C:15]([C:5]2[CH:6]=[CH:7][CH:8]=[C:3]([Si:2]([CH3:13])([CH3:12])[CH3:1])[CH:4]=2)[CH:20]=1, predict the reactants needed to synthesize it. The reactants are: [CH3:1][Si:2]([CH3:13])([CH3:12])[C:3]1[CH:4]=[C:5](B(O)O)[CH:6]=[CH:7][CH:8]=1.Br[C:15]1[CH:20]=[C:19]([CH3:21])[CH:18]=[CH:17][N:16]=1.C(=O)([O-])[O-].[Cs+].[Cs+].C(P(C(C)(C)C)C(C)(C)C)(C)(C)C.